Dataset: Forward reaction prediction with 1.9M reactions from USPTO patents (1976-2016). Task: Predict the product of the given reaction. (1) Given the reactants [F:1][CH:2]([CH3:11])[C:3](=[O:10])[CH2:4][C:5]([O:7][CH2:8][CH3:9])=[O:6].CO[CH:14]([N:17]([CH3:19])[CH3:18])OC, predict the reaction product. The product is: [CH2:8]([O:7][C:5](=[O:6])[C:4](=[CH:14][N:17]([CH3:19])[CH3:18])[C:3](=[O:10])[CH:2]([F:1])[CH3:11])[CH3:9]. (2) Given the reactants [F:1][C:2]([F:11])([F:10])[C:3]1[CH:4]=[C:5]([SH:9])[CH:6]=[CH:7][CH:8]=1.Cl[C:13]1[CH:18]=[CH:17][N:16]=[C:15]([C:19]#[N:20])[CH:14]=1.C([O-])([O-])=O.[K+].[K+], predict the reaction product. The product is: [F:11][C:2]([F:1])([F:10])[C:3]1[CH:4]=[C:5]([S:9][C:13]2[CH:18]=[CH:17][N:16]=[C:15]([C:19]#[N:20])[CH:14]=2)[CH:6]=[CH:7][CH:8]=1.